From a dataset of Forward reaction prediction with 1.9M reactions from USPTO patents (1976-2016). Predict the product of the given reaction. (1) Given the reactants [Br:1][C:2]1[CH:3]=[C:4]([C:8]([F:35])([F:34])[C@H:9]([OH:33])/[CH:10]=[CH:11]/[C@H:12]2[CH2:17][CH2:16][O:15][C:14](=[O:18])[N:13]2[CH2:19][CH2:20][C:21]2[CH:32]=[CH:31][C:24]([C:25]([O:27][CH:28]([CH3:30])[CH3:29])=[O:26])=[CH:23][CH:22]=2)[CH:5]=[CH:6][CH:7]=1, predict the reaction product. The product is: [Br:1][C:2]1[CH:3]=[C:4]([C:8]([F:34])([F:35])[C@H:9]([OH:33])[CH2:10][CH2:11][C@H:12]2[CH2:17][CH2:16][O:15][C:14](=[O:18])[N:13]2[CH2:19][CH2:20][C:21]2[CH:22]=[CH:23][C:24]([C:25]([O:27][CH:28]([CH3:29])[CH3:30])=[O:26])=[CH:31][CH:32]=2)[CH:5]=[CH:6][CH:7]=1. (2) Given the reactants [OH-].[Na+].[C:3]([CH:7]([CH2:10][OH:11])[CH2:8][OH:9])([CH3:6])([CH3:5])[CH3:4].Cl[C:13]1[C:14]2[C:21]([C:22]3[CH:27]=[CH:26][C:25]([CH2:28][CH3:29])=[CH:24][CH:23]=3)=[C:20]([C:30]3[CH:35]=[CH:34][CH:33]=[CH:32][CH:31]=3)[O:19][C:15]=2[N:16]=[CH:17][N:18]=1.Cl, predict the reaction product. The product is: [CH2:28]([C:25]1[CH:24]=[CH:23][C:22]([C:21]2[C:14]3[C:13]([O:9][CH2:8][CH:7]([C:3]([CH3:6])([CH3:5])[CH3:4])[CH2:10][OH:11])=[N:18][CH:17]=[N:16][C:15]=3[O:19][C:20]=2[C:30]2[CH:35]=[CH:34][CH:33]=[CH:32][CH:31]=2)=[CH:27][CH:26]=1)[CH3:29]. (3) Given the reactants [NH2:1][C:2]1[CH:3]=[CH:4][C:5]([O:33][C:34]2[CH:39]=[CH:38][C:37]([F:40])=[CH:36][C:35]=2[F:41])=[C:6]([C:8]2[C:16]3[C:11](=[C:12]([O:30][CH3:31])[N:13]=[C:14]([CH:17]4[CH2:22][CH2:21][N:20]([C:23]([O:25][C:26]([CH3:29])([CH3:28])[CH3:27])=[O:24])[CH2:19][CH2:18]4)[CH:15]=3)[N:10]([CH3:32])[CH:9]=2)[CH:7]=1.C(N(C(C)C)C(C)C)C.[CH2:51]([S:53](Cl)(=[O:55])=[O:54])[CH3:52].[OH-].[Na+], predict the reaction product. The product is: [F:41][C:35]1[CH:36]=[C:37]([F:40])[CH:38]=[CH:39][C:34]=1[O:33][C:5]1[CH:4]=[CH:3][C:2]([NH:1][S:53]([CH2:51][CH3:52])(=[O:55])=[O:54])=[CH:7][C:6]=1[C:8]1[C:16]2[C:11](=[C:12]([O:30][CH3:31])[N:13]=[C:14]([CH:17]3[CH2:22][CH2:21][N:20]([C:23]([O:25][C:26]([CH3:27])([CH3:28])[CH3:29])=[O:24])[CH2:19][CH2:18]3)[CH:15]=2)[N:10]([CH3:32])[CH:9]=1. (4) Given the reactants Cl.C([O:4][C:5]([C:7]1[CH:8]=[C:9]2[C:14](=[CH:15][CH:16]=1)[N:13]=[C:12]([CH3:17])[N:11]([CH2:18][C:19]1[CH:24]=[CH:23][C:22]([Cl:25])=[CH:21][C:20]=1[Cl:26])[CH2:10]2)=[O:6])C.[OH-].[Na+].Cl, predict the reaction product. The product is: [ClH:25].[C:5]([C:7]1[CH:8]=[C:9]2[C:14](=[CH:15][CH:16]=1)[N:13]=[C:12]([CH3:17])[N:11]([CH2:18][C:19]1[CH:24]=[CH:23][C:22]([Cl:25])=[CH:21][C:20]=1[Cl:26])[CH2:10]2)([OH:6])=[O:4]. (5) Given the reactants [CH2:1]1[C:10]2[C:5](=[CH:6][CH:7]=[CH:8][CH:9]=2)[CH2:4][CH2:3][N:2]1[CH2:11][CH2:12][CH2:13][CH2:14][O:15][C:16]1[N:25]=[C:24]2[C:19]([CH2:20][CH2:21][C:22](=[O:26])[NH:23]2)=[CH:18][CH:17]=1.[F:27][C:28]([F:40])([F:39])C1C=CC=C2C=1CCNC2, predict the reaction product. The product is: [F:27][C:28]([F:40])([F:39])[C:6]1[CH:7]=[CH:8][CH:9]=[C:10]2[C:5]=1[CH2:4][CH2:3][N:2]([CH2:11][CH2:12][CH2:13][CH2:14][O:15][C:16]1[N:25]=[C:24]3[C:19]([CH2:20][CH2:21][C:22](=[O:26])[NH:23]3)=[CH:18][CH:17]=1)[CH2:1]2. (6) Given the reactants [NH:1]1[CH:5]=[CH:4][N:3]=[C:2]1[C:6]1[CH2:11][CH2:10][N:9]([C:12]([O:14][C:15]([CH3:18])([CH3:17])[CH3:16])=[O:13])[CH2:8][CH:7]=1, predict the reaction product. The product is: [NH:1]1[CH:5]=[CH:4][N:3]=[C:2]1[CH:6]1[CH2:7][CH2:8][N:9]([C:12]([O:14][C:15]([CH3:18])([CH3:17])[CH3:16])=[O:13])[CH2:10][CH2:11]1. (7) Given the reactants [F:1][C:2]([F:12])([F:11])[C:3]([C:5]1[CH:10]=[CH:9][CH:8]=[CH:7][CH:6]=1)=O.C([O:15][C:16](=[O:23])[C@H:17]([CH2:19][CH:20]([CH3:22])[CH3:21])[NH2:18])C.C([O-])([O-])=O.[K+:28].[K+], predict the reaction product. The product is: [K+:28].[F:1][C:2]([F:12])([F:11])[C:3](=[N:18][C@H:17]([C:16]([O-:23])=[O:15])[CH2:19][CH:20]([CH3:22])[CH3:21])[C:5]1[CH:10]=[CH:9][CH:8]=[CH:7][CH:6]=1. (8) Given the reactants [NH:1]1[C:9]2[C:4](=[CH:5][C:6]([NH:10][C:11]([C:13]3[C:14]([C:19]4[CH:24]=[CH:23][C:22]([C:25]([F:28])([F:27])[F:26])=[CH:21][CH:20]=4)=[CH:15][CH:16]=[CH:17][CH:18]=3)=[O:12])=[CH:7][CH:8]=2)[CH2:3][CH2:2]1.CS(O[CH2:34][C:35]1[N:39]=[CH:38][N:37]([C:40]([C:53]2[CH:58]=[CH:57][CH:56]=[CH:55][CH:54]=2)([C:47]2[CH:52]=[CH:51][CH:50]=[CH:49][CH:48]=2)[C:41]2[CH:46]=[CH:45][CH:44]=[CH:43][CH:42]=2)[N:36]=1)(=O)=O.C(N(CC)CC)C.C(OCC)(=O)C, predict the reaction product. The product is: [F:28][C:25]([F:26])([F:27])[C:22]1[CH:21]=[CH:20][C:19]([C:14]2[C:13]([C:11]([NH:10][C:6]3[CH:5]=[C:4]4[C:9](=[CH:8][CH:7]=3)[N:1]([CH2:34][C:35]3[N:39]=[CH:38][N:37]([C:40]([C:41]5[CH:46]=[CH:45][CH:44]=[CH:43][CH:42]=5)([C:47]5[CH:48]=[CH:49][CH:50]=[CH:51][CH:52]=5)[C:53]5[CH:58]=[CH:57][CH:56]=[CH:55][CH:54]=5)[N:36]=3)[CH2:2][CH2:3]4)=[O:12])=[CH:18][CH:17]=[CH:16][CH:15]=2)=[CH:24][CH:23]=1. (9) The product is: [CH2:17]([O:16][C:11](=[O:15])[C:12](=[N:10][NH:9][C:3]1[CH:4]=[CH:5][CH:6]=[C:7]([CH3:8])[C:2]=1[Cl:1])[CH3:14])[CH3:18]. Given the reactants [Cl:1][C:2]1[C:7]([CH3:8])=[CH:6][CH:5]=[CH:4][C:3]=1[NH:9][NH2:10].[C:11]([O:16][CH2:17][CH3:18])(=[O:15])[C:12]([CH3:14])=O, predict the reaction product.